This data is from Forward reaction prediction with 1.9M reactions from USPTO patents (1976-2016). The task is: Predict the product of the given reaction. (1) Given the reactants [C:1]([C:6]1[CH:20]=[CH:19][C:9]([C:10]([NH:12][CH2:13][CH2:14][C:15]([O:17][CH3:18])=[O:16])=[O:11])=[CH:8][CH:7]=1)(=O)[CH2:2][CH2:3][CH3:4].[F:21][C:22]([F:37])([F:36])[C:23]1[CH:28]=[CH:27][C:26]([C:29]2[N:34]=[CH:33][C:32]([NH2:35])=[CH:31][CH:30]=2)=[CH:25][CH:24]=1.[B][B][B][B][B][B][B][B][B][B], predict the reaction product. The product is: [F:37][C:22]([F:21])([F:36])[C:23]1[CH:24]=[CH:25][C:26]([C:29]2[N:34]=[CH:33][C:32]([NH:35][CH:1]([C:6]3[CH:20]=[CH:19][C:9]([C:10]([NH:12][CH2:13][CH2:14][C:15]([O:17][CH3:18])=[O:16])=[O:11])=[CH:8][CH:7]=3)[CH2:2][CH2:3][CH3:4])=[CH:31][CH:30]=2)=[CH:27][CH:28]=1. (2) Given the reactants [CH:1]1([C@H:4]2[CH2:9][N:8]([C:10]3[C:15]([N+:16]([O-:18])=[O:17])=[CH:14][N:13]=[C:12]4[CH2:19][CH2:20][CH2:21][C:11]=34)[CH2:7][C@@H:6]([NH:22][C:23](=[O:29])[O:24][C:25]([CH3:28])([CH3:27])[CH3:26])[C@@H:5]2[OH:30])[CH2:3][CH2:2]1.C1C=C(Cl)C=C(C(OO)=[O:39])C=1.[O-]S([O-])(=S)=O.[Na+].[Na+].[OH-].[Na+], predict the reaction product. The product is: [CH:1]1([C@H:4]2[CH2:9][N:8]([C:10]3[C:15]([N+:16]([O-:18])=[O:17])=[CH:14][N+:13]([O-:39])=[C:12]4[CH2:19][CH2:20][CH2:21][C:11]=34)[CH2:7][C@@H:6]([NH:22][C:23](=[O:29])[O:24][C:25]([CH3:27])([CH3:26])[CH3:28])[C@@H:5]2[OH:30])[CH2:3][CH2:2]1. (3) Given the reactants [Cl:1][C:2]1[CH:7]=[CH:6][C:5]([C:8]2[S:17][C:11]3[C:12](=[O:16])[NH:13][N:14]=[CH:15][C:10]=3[CH:9]=2)=[CH:4][CH:3]=1.Br[C:19]1[N:24]=[CH:23][C:22]([N:25]2[CH2:29][CH2:28][C@@H:27]([OH:30])[CH2:26]2)=[CH:21][CH:20]=1.CN[C@@H]1CCCC[C@H]1NC.[O-]P([O-])([O-])=O.[K+].[K+].[K+].N#N, predict the reaction product. The product is: [Cl:1][C:2]1[CH:3]=[CH:4][C:5]([C:8]2[S:17][C:11]3[C:12](=[O:16])[N:13]([C:19]4[CH:20]=[CH:21][C:22]([N:25]5[CH2:29][CH2:28][C@@H:27]([OH:30])[CH2:26]5)=[CH:23][N:24]=4)[N:14]=[CH:15][C:10]=3[CH:9]=2)=[CH:6][CH:7]=1. (4) The product is: [OH:38][CH2:37][CH2:36][NH:35][C:26](=[O:27])[C:25]1[CH:31]=[CH:32][CH:33]=[C:23]([C:22]2[C:16]3[S:15][C:14]([CH2:13][C:8]4[CH:9]=[CH:10][C:11](=[O:12])[N:6]([CH:4]([CH3:5])[CH3:3])[CH:7]=4)=[CH:18][C:17]=3[CH:19]=[CH:20][CH:21]=2)[CH:24]=1. Given the reactants [OH-].[Na+].[CH3:3][CH:4]([N:6]1[C:11](=[O:12])[CH:10]=[CH:9][C:8]([CH2:13][C:14]2[S:15][C:16]3[C:22]([C:23]4[CH:24]=[C:25]([CH:31]=[CH:32][CH:33]=4)[C:26](OCC)=[O:27])=[CH:21][CH:20]=[CH:19][C:17]=3[CH:18]=2)=[CH:7]1)[CH3:5].Cl.[NH2:35][CH2:36][CH2:37][OH:38].CCN=C=NCCCN(C)C.C1C=CC2N(O)N=NC=2C=1, predict the reaction product.